The task is: Regression. Given a peptide amino acid sequence and an MHC pseudo amino acid sequence, predict their binding affinity value. This is MHC class II binding data.. This data is from Peptide-MHC class II binding affinity with 134,281 pairs from IEDB. (1) The peptide sequence is CFAPLYHAMDVTTQ. The MHC is DRB1_0701 with pseudo-sequence DRB1_0701. The binding affinity (normalized) is 0.187. (2) The peptide sequence is IRNPLSRNSTHEMYY. The MHC is HLA-DQA10501-DQB10303 with pseudo-sequence HLA-DQA10501-DQB10303. The binding affinity (normalized) is 0.180.